Dataset: Aqueous solubility values for 9,982 compounds from the AqSolDB database. Task: Regression/Classification. Given a drug SMILES string, predict its absorption, distribution, metabolism, or excretion properties. Task type varies by dataset: regression for continuous measurements (e.g., permeability, clearance, half-life) or binary classification for categorical outcomes (e.g., BBB penetration, CYP inhibition). For this dataset (solubility_aqsoldb), we predict Y. (1) The molecule is Clc1cc(-c2ccc(Cl)c(Cl)c2Cl)cc(Cl)c1Cl. The Y is -9.10 log mol/L. (2) The compound is CCOP(=S)(OCC)OCCSCC. The Y is -3.63 log mol/L. (3) The compound is CCCCCCCC(=O)OCn1c(=O)[nH]cc(F)c1=O. The Y is -3.29 log mol/L. (4) The molecule is O=Nc1c(O)ccc2ccccc12. The Y is -2.94 log mol/L. (5) The drug is O=c1[nH]c2cc(Cl)ccc2n1C1CC[NH2+]CC1. The Y is -2.66 log mol/L. (6) The molecule is Cc1c(CNC(=O)CCl)c(C)c(Nc2cc(S(=O)(=O)[O-])c(N)c3c2C(=O)c2ccccc2C3=O)c(C)c1CNC(=O)CCl.[Na+]. The Y is -1.02 log mol/L. (7) The drug is [Ba+2].[Fe+3].[Fe+3].[Fe+3].[Fe+3].[Fe+3].[Fe+3].[Fe+3].[Fe+3].[Fe+3].[Fe+3].[Fe+3].[Fe+3].[O-2].[O-2].[O-2].[O-2].[O-2].[O-2].[O-2].[O-2].[O-2].[O-2].[O-2].[O-2].[O-2].[O-2].[O-2].[O-2].[O-2].[O-2].[O-2]. The Y is -8.74 log mol/L.